From a dataset of Forward reaction prediction with 1.9M reactions from USPTO patents (1976-2016). Predict the product of the given reaction. (1) Given the reactants [CH3:1][O:2][C:3]1[CH:11]=[CH:10][C:6]([C:7]([OH:9])=O)=[CH:5][C:4]=1[C:12]#[C:13][C:14]1[CH:19]=[CH:18][CH:17]=[CH:16][N:15]=1.C1C=CC2N(O)N=NC=2C=1.C(Cl)CCl.[N:34]1([C:40]([O:42][C:43]([CH3:46])([CH3:45])[CH3:44])=[O:41])[CH2:39][CH2:38][NH:37][CH2:36][CH2:35]1, predict the reaction product. The product is: [CH3:1][O:2][C:3]1[CH:11]=[CH:10][C:6]([C:7]([N:37]2[CH2:36][CH2:35][N:34]([C:40]([O:42][C:43]([CH3:46])([CH3:45])[CH3:44])=[O:41])[CH2:39][CH2:38]2)=[O:9])=[CH:5][C:4]=1[C:12]#[C:13][C:14]1[CH:19]=[CH:18][CH:17]=[CH:16][N:15]=1. (2) Given the reactants Br[C:2]1[C:3]2[N:19]=[CH:18][N:17]([CH2:20][C:21]3[CH:26]=[CH:25][C:24]([C:27]([F:30])([F:29])[F:28])=[CH:23][CH:22]=3)[C:4]=2[C:5]([NH:10][C@@H:11]([CH:13]2[CH2:16][CH2:15][CH2:14]2)[CH3:12])=[N:6][C:7]=1[C:8]#[N:9].[CH3:31]B(O)O.P([O-])([O-])([O-])=O.[K+].[K+].[K+].O1CCOCC1, predict the reaction product. The product is: [CH:13]1([C@H:11]([NH:10][C:5]2[C:4]3[N:17]([CH2:20][C:21]4[CH:22]=[CH:23][C:24]([C:27]([F:28])([F:30])[F:29])=[CH:25][CH:26]=4)[CH:18]=[N:19][C:3]=3[C:2]([CH3:31])=[C:7]([C:8]#[N:9])[N:6]=2)[CH3:12])[CH2:16][CH2:15][CH2:14]1.